The task is: Predict the reaction yield, written as a fraction of the theoretical maximum amount of product (1.0 means a 100% yield; for example, 0.34 means a 34% yield).. This data is from Reaction yield outcomes from USPTO patents with 853,638 reactions. (1) The reactants are C[O:2][C:3](=[O:15])[C:4]([C:6]1[CH:11]=[CH:10][C:9]([S:12][CH3:13])=[C:8]([Cl:14])[CH:7]=1)=[O:5].[OH-].[Na+].Cl. The catalyst is C1(C)C=CC=CC=1. The product is [Cl:14][C:8]1[CH:7]=[C:6]([C:4](=[O:5])[C:3]([OH:15])=[O:2])[CH:11]=[CH:10][C:9]=1[S:12][CH3:13]. The yield is 0.980. (2) The reactants are [C:9](O[C:9]([O:11][C:12]([CH3:15])([CH3:14])[CH3:13])=[O:10])([O:11][C:12]([CH3:15])([CH3:14])[CH3:13])=[O:10].[NH2:16][C:17]1[C:21]2=[N:22][CH:23]=[CH:24][CH:25]=[C:20]2[C:19]([C:32]2[CH:33]=[C:34]([OH:38])[CH:35]=[CH:36][CH:37]=2)([C:26]2[CH:31]=[CH:30][N:29]=[CH:28][CH:27]=2)[N:18]=1.O. The catalyst is CN(C)C1C=CN=CC=1.C1COCC1.[Cl-].[Na+].O. The product is [OH:38][C:34]1[CH:33]=[C:32]([C:19]2([C:26]3[CH:31]=[CH:30][N:29]=[CH:28][CH:27]=3)[C:20]3[C:21](=[N:22][CH:23]=[CH:24][CH:25]=3)[C:17]([NH:16][C:9](=[O:10])[O:11][C:12]([CH3:13])([CH3:14])[CH3:15])=[N:18]2)[CH:37]=[CH:36][CH:35]=1. The yield is 0.400. (3) The reactants are [Cl:1][C:2]1[CH:3]=[C:4]([C:9]([C:12]2[N:16]([C:17]3[CH:22]=[CH:21][C:20]([F:23])=[CH:19][CH:18]=3)[C:15]([S:24][CH2:25][C:26]3[CH:27]=[CH:28][C:29]([F:34])=[C:30]([CH:33]=3)[C:31]#[N:32])=[N:14][CH:13]=2)([CH3:11])[CH3:10])[CH:5]=[CH:6][C:7]=1[Cl:8].C(O)(C(F)(F)F)=[O:36].OS(O)(=O)=O. No catalyst specified. The product is [Cl:1][C:2]1[CH:3]=[C:4]([C:9]([C:12]2[N:16]([C:17]3[CH:18]=[CH:19][C:20]([F:23])=[CH:21][CH:22]=3)[C:15]([S:24][CH2:25][C:26]3[CH:27]=[CH:28][C:29]([F:34])=[C:30]([CH:33]=3)[C:31]([NH2:32])=[O:36])=[N:14][CH:13]=2)([CH3:11])[CH3:10])[CH:5]=[CH:6][C:7]=1[Cl:8]. The yield is 0.770.